Dataset: TCR-epitope binding with 47,182 pairs between 192 epitopes and 23,139 TCRs. Task: Binary Classification. Given a T-cell receptor sequence (or CDR3 region) and an epitope sequence, predict whether binding occurs between them. (1) The epitope is VVYRGTTTY. The TCR CDR3 sequence is CASSPDRGYYEQYF. Result: 0 (the TCR does not bind to the epitope). (2) The TCR CDR3 sequence is CASSIRTLRTDTQYF. The epitope is TLIGDCATV. Result: 1 (the TCR binds to the epitope). (3) The epitope is NLVPMVATV. The TCR CDR3 sequence is CASSVLLLAGTYEQYF. Result: 1 (the TCR binds to the epitope).